Dataset: Full USPTO retrosynthesis dataset with 1.9M reactions from patents (1976-2016). Task: Predict the reactants needed to synthesize the given product. (1) Given the product [C:1]([C:5]1[CH:6]=[C:7]2[C:12](=[CH:13][CH:14]=1)[C:11](=[O:15])[NH:10][C:9](=[O:16])[C:8]2=[CH:17][NH:20][CH2:21][C:22]1[CH:27]=[C:26]([OH:28])[C:25]([C:29]2[CH:30]=[CH:31][CH:32]=[CH:33][CH:34]=2)=[CH:24][N:23]=1)([CH3:4])([CH3:3])[CH3:2], predict the reactants needed to synthesize it. The reactants are: [C:1]([C:5]1[CH:6]=[C:7]2[C:12](=[CH:13][CH:14]=1)[C:11](=[O:15])[NH:10][C:9](=[O:16])/[C:8]/2=[CH:17]/OC)([CH3:4])([CH3:3])[CH3:2].[NH2:20][CH2:21][C:22]1[CH:27]=[C:26]([OH:28])[C:25]([C:29]2[CH:34]=[CH:33][CH:32]=[CH:31][CH:30]=2)=[CH:24][N:23]=1. (2) Given the product [F:1][C:2]1[CH:3]=[CH:4][C:5]([N:8]2[C:11](=[O:12])[C@H:10]([S:13][CH2:14][CH:15]([C:17]3[CH:22]=[CH:21][C:20]([F:23])=[CH:19][CH:18]=3)[OH:16])[C@H:9]2[C:24]2[CH:25]=[CH:26][C:27]([O:28][CH2:29][C:30]([NH:32][C@@H:33]([C:37]([NH:56][C@@H:55]([C:57]([OH:59])=[O:58])[CH2:54][CH2:53][CH2:52][CH2:51][NH2:50])=[O:39])[CH:34]([CH3:36])[CH3:35])=[O:31])=[CH:40][CH:41]=2)=[CH:6][CH:7]=1, predict the reactants needed to synthesize it. The reactants are: [F:1][C:2]1[CH:7]=[CH:6][C:5]([N:8]2[C:11](=[O:12])[C@H:10]([S:13][CH2:14][C:15]([C:17]3[CH:22]=[CH:21][C:20]([F:23])=[CH:19][CH:18]=3)=[O:16])[C@H:9]2[C:24]2[CH:41]=[CH:40][C:27]([O:28][CH2:29][C:30]([NH:32][C@@H:33]([C:37]([OH:39])=O)[CH:34]([CH3:36])[CH3:35])=[O:31])=[CH:26][CH:25]=2)=[CH:4][CH:3]=1.Cl.C(OC([NH:50][CH2:51][CH2:52][CH2:53][CH2:54][C@H:55]([C:57]([O:59]C(C)(C)C)=[O:58])[NH2:56])=O)(C)(C)C.CN1CCOCC1.CN(C(ON1N=NC2C=CC=CC1=2)=[N+](C)C)C.[B-](F)(F)(F)F.Cl.C(OC(NCCCC[C@H](C(O)=O)N)=O)(C)(C)C.OS([O-])(=O)=O.[K+].[BH4-].[Na+].